Dataset: Peptide-MHC class I binding affinity with 185,985 pairs from IEDB/IMGT. Task: Regression. Given a peptide amino acid sequence and an MHC pseudo amino acid sequence, predict their binding affinity value. This is MHC class I binding data. The peptide sequence is LPPEKCDTLL. The MHC is HLA-B35:01 with pseudo-sequence HLA-B35:01. The binding affinity (normalized) is 0.196.